Predict the product of the given reaction. From a dataset of Forward reaction prediction with 1.9M reactions from USPTO patents (1976-2016). (1) Given the reactants Cl.[F:2][C:3]1([F:9])[CH2:7][CH2:6][CH:5]([NH2:8])[CH2:4]1.[C:10](Cl)([O:12][CH2:13][C:14]1[CH:19]=[CH:18][CH:17]=[CH:16][CH:15]=1)=[O:11].O, predict the reaction product. The product is: [F:2][C:3]1([F:9])[CH2:7][CH2:6][CH:5]([NH:8][C:10](=[O:11])[O:12][CH2:13][C:14]2[CH:19]=[CH:18][CH:17]=[CH:16][CH:15]=2)[CH2:4]1. (2) The product is: [CH2:1](/[N:5]=[C:26]1\[CH2:27][CH2:28][CH2:29][CH:30]=[C:25]\1[NH:24][C:13]1[C:14]([C:18]2[CH:19]=[CH:20][CH:21]=[CH:22][CH:23]=2)=[CH:15][CH:16]=[CH:17][C:12]=1[C:6]1[CH:11]=[CH:10][CH:9]=[CH:8][CH:7]=1)[CH2:2][CH2:3][CH3:4]. Given the reactants [CH2:1]([NH2:5])[CH2:2][CH2:3][CH3:4].[C:6]1([C:12]2[CH:17]=[CH:16][CH:15]=[C:14]([C:18]3[CH:23]=[CH:22][CH:21]=[CH:20][CH:19]=3)[C:13]=2[NH:24][C:25]2[C:26](=O)[CH2:27][CH2:28][CH2:29][CH:30]=2)[CH:11]=[CH:10][CH:9]=[CH:8][CH:7]=1, predict the reaction product. (3) Given the reactants [CH2:1]([NH:8][C:9]([N:11](C(OC(C)(C)C)=O)[NH:12][CH3:13])=[O:10])[C:2]1[CH:7]=[CH:6][CH:5]=[CH:4][CH:3]=1.O1CCOCC1, predict the reaction product. The product is: [CH3:13][NH:12][NH:11][C:9](=[O:10])[NH:8][CH2:1][C:2]1[CH:7]=[CH:6][CH:5]=[CH:4][CH:3]=1. (4) The product is: [CH2:1]([C:4]1[CH:9]=[CH:8][C:7]([C:10]2[CH:17]=[CH:16][C:13]([CH2:14][O:27][C:24]3[CH:25]=[CH:26][C:21]([CH2:18][CH2:19][CH3:20])=[CH:22][CH:23]=3)=[CH:12][CH:11]=2)=[CH:6][CH:5]=1)[CH2:2][CH3:3]. Given the reactants [CH2:1]([C:4]1[CH:9]=[CH:8][C:7]([C:10]2[CH:17]=[CH:16][C:13]([CH2:14]Br)=[CH:12][CH:11]=2)=[CH:6][CH:5]=1)[CH2:2][CH3:3].[CH2:18]([C:21]1[CH:26]=[CH:25][C:24]([OH:27])=[CH:23][CH:22]=1)[CH2:19][CH3:20].C(=O)([O-])[O-].[K+].[K+].CC(C)=O, predict the reaction product. (5) Given the reactants [CH2:1]([O:3][C:4](=[O:25])[C:5]([S:8][C:9]1[S:10][CH:11]=[C:12]([CH2:14][CH2:15][O:16][CH2:17][C:18]2[CH:23]=[CH:22][C:21](Br)=[CH:20][CH:19]=2)[N:13]=1)([CH3:7])[CH3:6])[CH3:2].[F:26][C:27]1[CH:32]=[CH:31][C:30](OB(O)O)=[CH:29][CH:28]=1.C(=O)([O-])[O-].[Na+].[Na+].O, predict the reaction product. The product is: [CH2:1]([O:3][C:4](=[O:25])[C:5]([S:8][C:9]1[S:10][CH:11]=[C:12]([CH2:14][CH2:15][O:16][CH2:17][C:18]2[CH:23]=[CH:22][C:21]([C:30]3[CH:31]=[CH:32][C:27]([F:26])=[CH:28][CH:29]=3)=[CH:20][CH:19]=2)[N:13]=1)([CH3:7])[CH3:6])[CH3:2].